Dataset: Catalyst prediction with 721,799 reactions and 888 catalyst types from USPTO. Task: Predict which catalyst facilitates the given reaction. (1) Reactant: [Br:1][C:2]1[CH:9]=[C:8](F)[C:5]([C:6]#[N:7])=[C:4]([F:11])[CH:3]=1.[CH3:12][O-:13].[Na+]. Product: [Br:1][C:2]1[CH:9]=[C:8]([O:13][CH3:12])[C:5]([C:6]#[N:7])=[C:4]([F:11])[CH:3]=1. The catalyst class is: 1. (2) The catalyst class is: 7. Reactant: [CH3:1][C:2]1([CH3:16])[CH2:6][O:5][C:4]([C:7]2[C:12]([F:13])=[CH:11][C:10]([F:14])=[CH:9][C:8]=2F)=[N:3]1.[CH3:17][Mg]Br. Product: [F:13][C:12]1[CH:11]=[C:10]([F:14])[CH:9]=[C:8]([CH3:17])[C:7]=1[C:4]1[O:5][CH2:6][C:2]([CH3:1])([CH3:16])[N:3]=1. (3) Reactant: C([NH:8][CH:9]1[CH2:14][CH2:13][N:12]([C:15]([O:17][CH2:18][C:19]2[CH:24]=[CH:23][CH:22]=[CH:21][CH:20]=2)=[O:16])[CH2:11][CH2:10]1)(OC(C)(C)C)=O.C1COCC1.Cl.[OH-].[Na+]. Product: [NH2:8][CH:9]1[CH2:10][CH2:11][N:12]([C:15]([O:17][CH2:18][C:19]2[CH:24]=[CH:23][CH:22]=[CH:21][CH:20]=2)=[O:16])[CH2:13][CH2:14]1. The catalyst class is: 4. (4) Reactant: Cl.C(OC(=O)[N:8]([CH2:36][CH2:37][C:38]1[CH:43]=[CH:42][CH:41]=[CH:40][CH:39]=1)[C@H:9]([C:11]1[CH:16]=[CH:15][CH:14]=[C:13]([CH2:17][O:18][C:19]2[C:28]3[C:23](=[CH:24][CH:25]=[CH:26][CH:27]=3)[C:22]3=[N:29][N:30]=[C:31]([C:32]([F:35])([F:34])[F:33])[N:21]3[N:20]=2)[N:12]=1)[CH3:10])(C)(C)C. Product: [CH2:36]([NH:8][C@H:9]([C:11]1[CH:16]=[CH:15][CH:14]=[C:13]([CH2:17][O:18][C:19]2[C:28]3[C:23](=[CH:24][CH:25]=[CH:26][CH:27]=3)[C:22]3=[N:29][N:30]=[C:31]([C:32]([F:34])([F:35])[F:33])[N:21]3[N:20]=2)[N:12]=1)[CH3:10])[CH2:37][C:38]1[CH:43]=[CH:42][CH:41]=[CH:40][CH:39]=1. The catalyst class is: 12. (5) Product: [CH2:24]([N:31]1[CH:35]=[C:34]([CH2:36][NH:1][C:2]2[CH:3]=[C:4]3[C:9](=[C:10]([Cl:12])[CH:11]=2)[N:8]=[CH:7][C:6]([C:13]#[N:14])=[C:5]3[NH:15][C:16]2[CH:21]=[CH:20][C:19]([F:22])=[C:18]([Cl:23])[CH:17]=2)[N:33]=[N:32]1)[C:25]1[CH:26]=[CH:27][CH:28]=[CH:29][CH:30]=1. The catalyst class is: 14. Reactant: [NH2:1][C:2]1[CH:3]=[C:4]2[C:9](=[C:10]([Cl:12])[CH:11]=1)[N:8]=[CH:7][C:6]([C:13]#[N:14])=[C:5]2[NH:15][C:16]1[CH:21]=[CH:20][C:19]([F:22])=[C:18]([Cl:23])[CH:17]=1.[CH2:24]([N:31]1[CH:35]=[C:34]([CH:36]=O)[N:33]=[N:32]1)[C:25]1[CH:30]=[CH:29][CH:28]=[CH:27][CH:26]=1.[BH3-]C#N.[Na+].